This data is from Peptide-MHC class II binding affinity with 134,281 pairs from IEDB. The task is: Regression. Given a peptide amino acid sequence and an MHC pseudo amino acid sequence, predict their binding affinity value. This is MHC class II binding data. (1) The peptide sequence is REELIKLKTWYREEI. The MHC is DRB1_0101 with pseudo-sequence DRB1_0101. The binding affinity (normalized) is 0.815. (2) The peptide sequence is SKGDSARVTVKDVTF. The binding affinity (normalized) is 0.261. The MHC is DRB1_0301 with pseudo-sequence DRB1_0301. (3) The peptide sequence is DPWFAHRTPMPKIQNVSSSD. The MHC is DRB1_1501 with pseudo-sequence DRB1_1501. The binding affinity (normalized) is 0. (4) The peptide sequence is GIVTMLSPMLHHWIK. The MHC is DRB1_0901 with pseudo-sequence DRB1_0901. The binding affinity (normalized) is 0.640. (5) The peptide sequence is QGVTVDSIGMLP. The MHC is DRB1_0701 with pseudo-sequence DRB1_0701. The binding affinity (normalized) is 0.218.